From a dataset of Forward reaction prediction with 1.9M reactions from USPTO patents (1976-2016). Predict the product of the given reaction. (1) Given the reactants [C:1]([O:5][C:6](=[O:37])[N:7]([CH2:12][C:13]1[CH:14]=[N:15][C:16]([C:19]2[S:27][C:26]3[C:21](=[N:22][CH:23]=[CH:24][C:25]=3[O:28][C:29]3[CH:34]=[CH:33][C:32]([NH2:35])=[CH:31][C:30]=3[F:36])[CH:20]=2)=[CH:17][CH:18]=1)[CH2:8][CH2:9][O:10][CH3:11])([CH3:4])([CH3:3])[CH3:2].ClC(Cl)(O[C:42](=[O:48])OC(Cl)(Cl)Cl)Cl.CC[N:52]([CH:56]([CH3:58])[CH3:57])C(C)C.C1(N)CC1, predict the reaction product. The product is: [C:1]([O:5][C:6](=[O:37])[N:7]([CH2:12][C:13]1[CH:14]=[N:15][C:16]([C:19]2[S:27][C:26]3[C:21](=[N:22][CH:23]=[CH:24][C:25]=3[O:28][C:29]3[CH:34]=[CH:33][C:32]([NH:35][C:42]([NH:52][CH:56]4[CH2:58][CH2:57]4)=[O:48])=[CH:31][C:30]=3[F:36])[CH:20]=2)=[CH:17][CH:18]=1)[CH2:8][CH2:9][O:10][CH3:11])([CH3:4])([CH3:2])[CH3:3]. (2) Given the reactants [CH2:1]([O:3][CH2:4][CH2:5][CH2:6][OH:7])[CH3:2].[H-].[Na+].[C:10](=[S:12])=[S:11].I[CH3:14], predict the reaction product. The product is: [CH3:14][S:11][C:10](=[S:12])[O:7][CH2:6][CH2:5][CH2:4][O:3][CH2:1][CH3:2]. (3) Given the reactants [H-].[Na+].[C:3]1([SH:9])[CH:8]=[CH:7][CH:6]=[CH:5][CH:4]=1.[C:10]([O:14][C:15]([N:17]1[CH2:23][CH2:22][C:21]2[C:24]([CH2:29]Cl)=[C:25]([Cl:28])[CH:26]=[CH:27][C:20]=2[CH2:19][CH2:18]1)=[O:16])([CH3:13])([CH3:12])[CH3:11], predict the reaction product. The product is: [C:10]([O:14][C:15]([N:17]1[CH2:23][CH2:22][C:21]2[C:24]([CH2:29][S:9][C:3]3[CH:8]=[CH:7][CH:6]=[CH:5][CH:4]=3)=[C:25]([Cl:28])[CH:26]=[CH:27][C:20]=2[CH2:19][CH2:18]1)=[O:16])([CH3:13])([CH3:12])[CH3:11].